This data is from TCR-epitope binding with 47,182 pairs between 192 epitopes and 23,139 TCRs. The task is: Binary Classification. Given a T-cell receptor sequence (or CDR3 region) and an epitope sequence, predict whether binding occurs between them. (1) The epitope is RTLNAWVKV. The TCR CDR3 sequence is CASKALVSTDTQYF. Result: 0 (the TCR does not bind to the epitope). (2) The epitope is FLRGRAYGL. The TCR CDR3 sequence is CASTSTGGYGYTF. Result: 0 (the TCR does not bind to the epitope). (3) The epitope is LPPIVAKEI. The TCR CDR3 sequence is CASSFTSGVITGELFF. Result: 1 (the TCR binds to the epitope). (4) The epitope is TLVPQEHYV. The TCR CDR3 sequence is CASSTGTGSYEQYF. Result: 0 (the TCR does not bind to the epitope). (5) Result: 0 (the TCR does not bind to the epitope). The epitope is FLRGRAYGL. The TCR CDR3 sequence is CASSQMTGTGELFF. (6) The epitope is LVLSVNPYV. The TCR CDR3 sequence is CASSLGPGPYQETQYF. Result: 0 (the TCR does not bind to the epitope). (7) The epitope is RLRAEAQVK. The TCR CDR3 sequence is CASKGGMTAEESTF. Result: 0 (the TCR does not bind to the epitope).